Dataset: Reaction yield outcomes from USPTO patents with 853,638 reactions. Task: Predict the reaction yield, written as a fraction of the theoretical maximum amount of product (1.0 means a 100% yield; for example, 0.34 means a 34% yield). (1) The reactants are C[Si](C)(C)[N-][Si](C)(C)C.[Li+].[C:11]([O:15][C:16]([NH:18][C@H:19]1[CH2:23][C@@H:22]([C:24]([O:26][CH3:27])=[O:25])[CH:21]=[CH:20]1)=[O:17])([CH3:14])([CH3:13])[CH3:12].Cl[CH2:29][O:30][CH2:31][CH3:32]. The catalyst is O1CCCC1. The product is [C:11]([O:15][C:16]([NH:18][C@H:19]1[CH2:23][C@@:22]([CH2:29][O:30][CH2:31][CH3:32])([C:24]([O:26][CH3:27])=[O:25])[CH:21]=[CH:20]1)=[O:17])([CH3:14])([CH3:13])[CH3:12]. The yield is 0.660. (2) The reactants are C[O:2][C:3](=[O:39])[C:4]([NH:7][C:8]([C:10]1[CH:11]=[CH:12][C:13]2[CH:17]=[C:16]([C:18]([CH2:36][CH3:37])([C:21]3[CH:26]=[CH:25][C:24]([O:27][CH2:28][C:29]([CH2:33][CH3:34])([OH:32])[CH2:30][CH3:31])=[C:23]([CH3:35])[CH:22]=3)[CH2:19][CH3:20])[S:15][C:14]=2[CH:38]=1)=[O:9])([CH3:6])[CH3:5].[OH-].[Na+]. No catalyst specified. The product is [CH2:36]([C:18]([C:16]1[S:15][C:14]2[CH:38]=[C:10]([C:8]([NH:7][C:4]([CH3:6])([CH3:5])[C:3]([OH:39])=[O:2])=[O:9])[CH:11]=[CH:12][C:13]=2[CH:17]=1)([C:21]1[CH:26]=[CH:25][C:24]([O:27][CH2:28][C:29]([CH2:30][CH3:31])([OH:32])[CH2:33][CH3:34])=[C:23]([CH3:35])[CH:22]=1)[CH2:19][CH3:20])[CH3:37]. The yield is 0.910.